Task: Predict the product of the given reaction.. Dataset: Forward reaction prediction with 1.9M reactions from USPTO patents (1976-2016) (1) Given the reactants [Br:1][C:2]1[C:3](=[O:21])[N:4]([C:10]2[CH:11]=[C:12]([CH:17]=[CH:18][C:19]=2[CH3:20])[C:13]([O:15][CH3:16])=[O:14])[C:5]([CH3:9])=[CH:6][C:7]=1[OH:8].C(=O)([O-])[O-].[K+].[K+].Br[CH2:29][C:30]1[CH:37]=[CH:36][C:35]([F:38])=[CH:34][C:31]=1[C:32]#[N:33].C(OCC)(=O)C, predict the reaction product. The product is: [C:32]([C:31]1[CH:34]=[C:35]([F:38])[CH:36]=[CH:37][C:30]=1[CH2:29][O:8][C:7]1[CH:6]=[C:5]([CH3:9])[N:4]([C:10]2[CH:11]=[C:12]([CH:17]=[CH:18][C:19]=2[CH3:20])[C:13]([O:15][CH3:16])=[O:14])[C:3](=[O:21])[C:2]=1[Br:1])#[N:33]. (2) The product is: [NH2:1][C:2]1[C:3]2[C:11](=[O:12])[CH:10]=[CH:9][N:8]([CH:30]([C:26]3[CH:25]=[C:24]([Cl:33])[C:23]([CH3:34])=[C:22]([Br:21])[C:27]=3[O:28][CH3:29])[CH3:31])[C:4]=2[N:5]=[CH:6][N:7]=1. Given the reactants [NH2:1][C:2]1[C:3]2[C:11](=[O:12])[CH:10]=[CH:9][NH:8][C:4]=2[N:5]=[CH:6][N:7]=1.C(=O)([O-])[O-].[Cs+].[Cs+].[I-].[K+].[Br:21][C:22]1[C:23]([CH3:34])=[C:24]([Cl:33])[CH:25]=[C:26]([CH:30](Cl)[CH3:31])[C:27]=1[O:28][CH3:29], predict the reaction product. (3) Given the reactants [CH3:1][N:2]1[CH2:7][CH2:6][CH:5]([O:8][C:9]2[CH:10]=[C:11]([NH:15]C(=O)C)[CH:12]=[CH:13][CH:14]=2)[CH2:4][CH2:3]1.Cl, predict the reaction product. The product is: [CH3:1][N:2]1[CH2:3][CH2:4][CH:5]([O:8][C:9]2[CH:10]=[C:11]([NH2:15])[CH:12]=[CH:13][CH:14]=2)[CH2:6][CH2:7]1. (4) Given the reactants [F:1][C:2]1[C:3]([NH:28][C@@H:29]([C:35]([CH3:38])([CH3:37])[CH3:36])[CH2:30][CH:31]([OH:34])[CH2:32][OH:33])=[N:4][C:5]([C:8]2[C:16]3[C:11](=[N:12][CH:13]=[C:14]([F:17])[CH:15]=3)[N:10](S(C3C=CC(C)=CC=3)(=O)=O)[CH:9]=2)=[N:6][CH:7]=1.C[O-].[Na+].CCOC(C)=O.C([O-])(O)=O.[Na+], predict the reaction product. The product is: [F:1][C:2]1[C:3]([NH:28][C@@H:29]([C:35]([CH3:38])([CH3:37])[CH3:36])[CH2:30][CH:31]([OH:34])[CH2:32][OH:33])=[N:4][C:5]([C:8]2[C:16]3[C:11](=[N:12][CH:13]=[C:14]([F:17])[CH:15]=3)[NH:10][CH:9]=2)=[N:6][CH:7]=1. (5) Given the reactants [Cl:1][C:2]1[CH:3]=[CH:4][C:5]([CH:8]([CH3:11])[C:9]#[N:10])=[N:6][CH:7]=1.O.O.O.O.O.O.[Cl-].[C:19](O[C:19]([O:21][C:22]([CH3:25])([CH3:24])[CH3:23])=[O:20])([O:21][C:22]([CH3:25])([CH3:24])[CH3:23])=[O:20].[BH4-].[Na+].Cl, predict the reaction product. The product is: [Cl:1][C:2]1[CH:3]=[CH:4][C:5]([CH:8]([CH3:11])[CH2:9][NH:10][C:19](=[O:20])[O:21][C:22]([CH3:25])([CH3:24])[CH3:23])=[N:6][CH:7]=1. (6) Given the reactants [CH:1]([N:4]1[CH2:19][CH2:18][C:7]2[NH:8][C:9]3[CH:10]=[CH:11][C:12]([C:15]([OH:17])=O)=[CH:13][C:14]=3[C:6]=2[CH2:5]1)([CH3:3])[CH3:2].[CH3:20][CH:21]1[CH2:26][CH2:25][NH:24][CH2:23][CH2:22]1, predict the reaction product. The product is: [CH:1]([N:4]1[CH2:19][CH2:18][C:7]2[NH:8][C:9]3[CH:10]=[CH:11][C:12]([C:15]([N:24]4[CH2:25][CH2:26][CH:21]([CH3:20])[CH2:22][CH2:23]4)=[O:17])=[CH:13][C:14]=3[C:6]=2[CH2:5]1)([CH3:2])[CH3:3]. (7) Given the reactants [Br:1][C:2]1[CH:22]=[CH:21][C:5]([CH2:6][NH:7][CH2:8][C:9]2[CH:13]=[C:12]([C:14]([CH3:17])([CH3:16])[CH3:15])[S:11][C:10]=2[C:18](O)=[O:19])=[C:4]([F:23])[CH:3]=1.S(Cl)(Cl)=O, predict the reaction product. The product is: [Br:1][C:2]1[CH:22]=[CH:21][C:5]([CH2:6][N:7]2[CH2:8][C:9]3[CH:13]=[C:12]([C:14]([CH3:17])([CH3:16])[CH3:15])[S:11][C:10]=3[C:18]2=[O:19])=[C:4]([F:23])[CH:3]=1. (8) Given the reactants [CH:1]([CH:3]1[CH2:14][CH2:13][CH2:12][CH2:11][CH2:10][CH2:9][CH2:8][CH2:7][CH2:6][CH2:5][C:4]1=[O:15])=[CH2:2].C(=C1/C(=O)CCCCCCCCCC/1)/C, predict the reaction product. The product is: [CH:1](=[C:3]1/[C:4](=[O:15])[CH2:5][CH2:6][CH2:7][CH2:8][CH2:9][CH2:10][CH2:11][CH2:12][CH2:13][CH2:14]/1)\[CH3:2].